Predict which catalyst facilitates the given reaction. From a dataset of Catalyst prediction with 721,799 reactions and 888 catalyst types from USPTO. Reactant: C[C:2]([CH3:5])([O-:4])C.[K+].[F:7][C:8]1[CH:9]=[C:10]([C:15]2([CH:21]=O)[CH2:20][CH2:19][CH2:18][CH2:17][CH2:16]2)[CH:11]=[CH:12][C:13]=1[F:14].C1C[O:26][CH2:25][CH2:24]1. Product: [F:7][C:8]1[CH:9]=[C:10]([C:15]2(/[CH:21]=[CH:24]/[C:25]([O:4][CH2:2][CH3:5])=[O:26])[CH2:16][CH2:17][CH2:18][CH2:19][CH2:20]2)[CH:11]=[CH:12][C:13]=1[F:14]. The catalyst class is: 25.